From a dataset of Full USPTO retrosynthesis dataset with 1.9M reactions from patents (1976-2016). Predict the reactants needed to synthesize the given product. (1) Given the product [N:24]1[C:25]2[C:20](=[C:19]([NH:18][CH2:6][C:4]([C:7]([F:10])([F:9])[F:8])([OH:5])[CH2:3][C:2]([CH3:11])([C:12]3[CH:17]=[CH:16][CH:15]=[CH:14][CH:13]=3)[CH3:1])[CH:28]=[CH:27][CH:26]=2)[CH:21]=[CH:22][CH:23]=1, predict the reactants needed to synthesize it. The reactants are: [CH3:1][C:2]([C:12]1[CH:17]=[CH:16][CH:15]=[CH:14][CH:13]=1)([CH3:11])[CH2:3][C:4]1([C:7]([F:10])([F:9])[F:8])[CH2:6][O:5]1.[NH2:18][C:19]1[CH:28]=[CH:27][CH:26]=[C:25]2[C:20]=1[CH:21]=[CH:22][CH:23]=[N:24]2. (2) Given the product [OH:27][CH2:28][CH2:29][O:30][C:31]1[CH:38]=[CH:37][C:34]([C:35]2[NH:10][C:9]3[CH:8]=[CH:7][C:6]([NH:13][C:14](=[O:26])[C:15]4[CH:20]=[CH:19][C:18]([N:21]([CH2:22][CH2:23][OH:24])[CH3:25])=[CH:17][CH:16]=4)=[CH:5][C:4]=3[N:1]=2)=[CH:33][CH:32]=1, predict the reactants needed to synthesize it. The reactants are: [N+:1]([C:4]1[CH:5]=[C:6]([NH:13][C:14](=[O:26])[C:15]2[CH:20]=[CH:19][C:18]([N:21]([CH3:25])[CH2:22][CH2:23][OH:24])=[CH:17][CH:16]=2)[CH:7]=[CH:8][C:9]=1[N+:10]([O-])=O)([O-])=O.[OH:27][CH2:28][CH2:29][O:30][C:31]1[CH:38]=[CH:37][C:34]([CH:35]=O)=[CH:33][CH:32]=1. (3) Given the product [F:1][C:2]([F:11])([F:10])[S:3]([O:6][CH2:7][CH2:8][O:28][CH3:27])(=[O:5])=[O:4], predict the reactants needed to synthesize it. The reactants are: [F:1][C:2]([F:11])([F:10])[S:3]([O:6][CH2:7][CH2:8]F)(=[O:5])=[O:4].FC(F)(F)S(OS(C(F)(F)F)(=O)=O)(=O)=O.[CH3:27][O:28]CCO. (4) Given the product [Cl:1][C:2]1[CH:7]=[CH:6][N:5]=[C:4]([CH2:8][NH:9][C:10]2[O:11][C:12]3[C:18]([O:19][CH3:20])=[CH:17][C:16]([C:21]([N:27]4[C:28]([CH3:31])([CH3:32])[CH2:29][O:30][C:25]([CH2:33][CH2:34][OH:35])([CH3:24])[CH2:26]4)=[O:23])=[CH:15][C:13]=3[N:14]=2)[CH:3]=1, predict the reactants needed to synthesize it. The reactants are: [Cl:1][C:2]1[CH:7]=[CH:6][N:5]=[C:4]([CH2:8][NH:9][C:10]2[O:11][C:12]3[C:18]([O:19][CH3:20])=[CH:17][C:16]([C:21]([OH:23])=O)=[CH:15][C:13]=3[N:14]=2)[CH:3]=1.[CH3:24][C:25]1([CH2:33][CH2:34][OH:35])[O:30][CH2:29][C:28]([CH3:32])([CH3:31])[NH:27][CH2:26]1.C(N(CC)C(C)C)(C)C.CN(C(ON1N=NC2C=CC=NC1=2)=[N+](C)C)C.F[P-](F)(F)(F)(F)F. (5) The reactants are: [CH3:1][C:2]([CH3:25])([CH2:18][C:19]1([CH3:24])OCC[O:20]1)[CH2:3][N:4]1[C:16]2[C:15]3[CH:14]=[CH:13][CH:12]=[CH:11][C:10]=3[N:9]=[C:8]([NH2:17])[C:7]=2[N:6]=[CH:5]1.Cl. Given the product [NH2:17][C:8]1[C:7]2[N:6]=[CH:5][N:4]([CH2:3][C:2]([CH3:25])([CH3:1])[CH2:18][C:19](=[O:20])[CH3:24])[C:16]=2[C:15]2[CH:14]=[CH:13][CH:12]=[CH:11][C:10]=2[N:9]=1, predict the reactants needed to synthesize it. (6) Given the product [CH:64]1([C:63]#[C:62][C:2]2[C:3]([C:22]3[CH:23]=[CH:24][C:25]([C:28]#[N:29])=[CH:26][CH:27]=3)=[N:4][C:5]([NH:8][CH2:9][C@H:10]3[CH2:14][CH2:13][NH:12][CH2:11]3)=[N:6][CH:7]=2)[CH2:65][CH2:60]1, predict the reactants needed to synthesize it. The reactants are: Cl[C:2]1[C:3]([C:22]2[CH:27]=[CH:26][C:25]([C:28]#[N:29])=[CH:24][CH:23]=2)=[N:4][C:5]([NH:8][CH2:9][C@H:10]2[CH2:14][CH2:13][N:12](C(OC(C)(C)C)=O)[CH2:11]2)=[N:6][CH:7]=1.C#C.C1CC1.CC(C1C=C(C(C)C)C(C2C=CC=CC=2P([CH:60]2[CH2:65][CH2:64][CH2:63][CH2:62]C2)[CH:64]2[CH2:65][CH2:60]C[CH2:62][CH2:63]2)=C(C(C)C)C=1)C.C([O-])([O-])=O.[K+].[K+].C(O)(C(F)(F)F)=O. (7) Given the product [ClH:24].[F:1][C:2]1[CH:3]=[CH:4][C:5]2[N:20]=[C:11]([NH2:12])[C:10]3[CH:13]=[C:14]([CH:17]([CH3:19])[CH3:18])[CH:15]=[CH:16][C:9]=3[NH:8][C:6]=2[CH:7]=1, predict the reactants needed to synthesize it. The reactants are: [F:1][C:2]1[CH:3]=[CH:4][C:5]([N+:20]([O-])=O)=[C:6]([NH:8][C:9]2[CH:16]=[CH:15][C:14]([CH:17]([CH3:19])[CH3:18])=[CH:13][C:10]=2[C:11]#[N:12])[CH:7]=1.[Sn](Cl)[Cl:24]. (8) Given the product [Cl:1][C:2]1[CH:8]=[CH:7][C:5]([NH:6][N:9]=[C:26]([C:18](=[O:25])[C:19]2[CH:24]=[CH:23][CH:22]=[CH:21][CH:20]=2)[C:27](=[O:34])[C:28]2[CH:33]=[CH:32][CH:31]=[CH:30][CH:29]=2)=[CH:4][CH:3]=1, predict the reactants needed to synthesize it. The reactants are: [Cl:1][C:2]1[CH:8]=[CH:7][C:5]([NH2:6])=[CH:4][CH:3]=1.[N:9]([O-])=O.[Na+].C([O-])(=O)C.[Na+].[C:18]([CH2:26][C:27](=[O:34])[C:28]1[CH:33]=[CH:32][CH:31]=[CH:30][CH:29]=1)(=[O:25])[C:19]1[CH:24]=[CH:23][CH:22]=[CH:21][CH:20]=1. (9) Given the product [CH3:1][C:2]1[CH:3]=[C:4]([CH:5]=[C:6]([CH3:8])[CH:7]=1)[O:9][CH2:10][CH:12]1[CH2:13][O:14]1, predict the reactants needed to synthesize it. The reactants are: [CH3:1][C:2]1[CH:3]=[C:4]([OH:9])[CH:5]=[C:6]([CH3:8])[CH:7]=1.[CH2:10]([CH:12]1[O:14][CH2:13]1)Cl.[OH-].[K+]. (10) Given the product [ClH:1].[F:13][C:10]([F:11])([F:12])[C:8]1[CH:7]=[C:6]([C@H:14]([O:16][C@H:17]2[CH2:22][CH2:21][N:20]([C:23]([CH:25]3[CH2:26][CH2:27][N:28]([CH2:40][C:41]([O:43][CH:44]([CH3:46])[CH3:45])=[O:42])[CH2:29][CH2:30]3)=[O:24])[CH2:19][C@H:18]2[C:31]2[CH:36]=[CH:35][CH:34]=[CH:33][CH:32]=2)[CH3:15])[CH:5]=[C:4]([C:3]([F:2])([F:37])[F:38])[CH:9]=1, predict the reactants needed to synthesize it. The reactants are: [ClH:1].[F:2][C:3]([F:38])([F:37])[C:4]1[CH:5]=[C:6]([C@H:14]([O:16][C@H:17]2[CH2:22][CH2:21][N:20]([C:23]([CH:25]3[CH2:30][CH2:29][NH:28][CH2:27][CH2:26]3)=[O:24])[CH2:19][C@H:18]2[C:31]2[CH:36]=[CH:35][CH:34]=[CH:33][CH:32]=2)[CH3:15])[CH:7]=[C:8]([C:10]([F:13])([F:12])[F:11])[CH:9]=1.Br[CH2:40][C:41]([O:43][CH:44]([CH3:46])[CH3:45])=[O:42].